Task: Predict the reactants needed to synthesize the given product.. Dataset: Full USPTO retrosynthesis dataset with 1.9M reactions from patents (1976-2016) (1) Given the product [C:20]([C:9]1[CH:19]=[CH:18][C:12]([C:13]([O:15][CH2:16][CH3:17])=[O:14])=[CH:11][CH:10]=1)(=[O:24])[CH2:21][CH2:22][CH3:23], predict the reactants needed to synthesize it. The reactants are: [Cl-].[Li+].C([Mg]Cl)(C)C.I[C:9]1[CH:19]=[CH:18][C:12]([C:13]([O:15][CH2:16][CH3:17])=[O:14])=[CH:11][CH:10]=1.[CH:20](=[O:24])[CH2:21][CH2:22][CH3:23].C(N(CC)CC)C. (2) Given the product [C:36]([CH2:35][CH2:34][C:10]1[C:11]([CH2:15][CH2:16][CH2:17][CH2:18][CH2:19][CH2:20][O:21][C:22]2[CH:23]=[C:24]([C:46]3[CH:47]=[CH:48][C:43]([Cl:42])=[CH:44][CH:45]=3)[CH:25]=[C:26]([C:28](=[O:32])[N:29]([CH3:30])[CH3:31])[CH:27]=2)=[CH:12][CH:13]=[CH:14][C:9]=1[O:8][CH2:7][CH2:6][CH2:5][C:4]([OH:41])=[O:3])([OH:38])=[O:37], predict the reactants needed to synthesize it. The reactants are: C([O:3][C:4](=[O:41])[CH2:5][CH2:6][CH2:7][O:8][C:9]1[CH:14]=[CH:13][CH:12]=[C:11]([CH2:15][CH2:16][CH2:17][CH2:18][CH2:19][CH2:20][O:21][C:22]2[CH:27]=[C:26]([C:28](=[O:32])[N:29]([CH3:31])[CH3:30])[CH:25]=[C:24](Br)[CH:23]=2)[C:10]=1[CH2:34][CH2:35][C:36]([O:38]CC)=[O:37])C.[Cl:42][C:43]1[CH:48]=[CH:47][C:46](B(O)O)=[CH:45][CH:44]=1.